From a dataset of Full USPTO retrosynthesis dataset with 1.9M reactions from patents (1976-2016). Predict the reactants needed to synthesize the given product. (1) Given the product [ClH:38].[NH2:7][C:8]([CH2:16][CH2:17][C:18]1[CH:23]=[CH:22][C:21]([S:24][CH2:25][CH2:26][CH2:27][CH2:28][CH2:29][CH2:30][CH2:31][CH3:32])=[C:20]([C:33]([F:36])([F:34])[F:35])[CH:19]=1)([CH2:9][OH:10])[CH2:13][OH:12], predict the reactants needed to synthesize it. The reactants are: C(OC(=O)[NH:7][C:8]1([CH2:16][CH2:17][C:18]2[CH:23]=[CH:22][C:21]([S:24][CH2:25][CH2:26][CH2:27][CH2:28][CH2:29][CH2:30][CH2:31][CH3:32])=[C:20]([C:33]([F:36])([F:35])[F:34])[CH:19]=2)[CH2:13][O:12]C(C)(C)[O:10][CH2:9]1)(C)(C)C.[ClH:38]. (2) Given the product [C:1]([O:5][C:6]([N:8]1[CH2:12][CH2:11][CH2:10][C@H:9]1[CH2:13][O:14][C:15]1[CH:20]=[CH:19][C:18]([CH2:40][C:37]2[CH:38]=[CH:43][C:42]([N:22]3[CH2:27][CH2:26][O:25][CH2:24][CH2:23]3)=[CH:41][CH:39]=2)=[CH:17][CH:16]=1)=[O:7])([CH3:4])([CH3:3])[CH3:2], predict the reactants needed to synthesize it. The reactants are: [C:1]([O:5][C:6]([N:8]1[CH2:12][CH2:11][CH2:10][C@H:9]1[CH2:13][O:14][C:15]1[CH:20]=[CH:19][C:18](I)=[CH:17][CH:16]=1)=[O:7])([CH3:4])([CH3:3])[CH3:2].[NH:22]1[CH2:27][CH2:26][O:25][CH2:24][CH2:23]1.[C:37](P([C:37]([CH3:40])([CH3:39])[CH3:38])[C:37]([CH3:40])([CH3:39])[CH3:38])([CH3:40])([CH3:39])[CH3:38].[CH3:41][C:42](C)([O-])[CH3:43].[Na+]. (3) Given the product [C:8]([C:6]1[CH:7]=[C:2]2[C:18]([C:17]([O:23][C:24]([CH3:27])([CH3:26])[CH3:25])=[O:22])=[C:11]([C:12]([F:15])([F:14])[F:13])[NH:10][C:3]2=[N:4][CH:5]=1)#[N:9], predict the reactants needed to synthesize it. The reactants are: Br[C:2]1[C:3]([NH:10][C:11](=O)[C:12]([F:15])([F:14])[F:13])=[N:4][CH:5]=[C:6]([C:8]#[N:9])[CH:7]=1.[C:17]([O:23][C:24]([CH3:27])([CH3:26])[CH3:25])(=[O:22])[CH2:18]C(C)=O.N1CCC[C@H]1C(O)=O.C(=O)([O-])[O-].[Cs+].[Cs+]. (4) Given the product [CH2:17]([C@H:19]1[C@@H:23]([C:24]2[N:28]3[C:29]4[CH:35]=[CH:34][N:33]([S:36]([C:39]5[CH:40]=[CH:41][C:42]([CH3:43])=[CH:44][CH:45]=5)(=[O:37])=[O:38])[C:30]=4[N:31]=[CH:32][C:27]3=[N:26][N:25]=2)[CH2:22][C:21](=[CH:11][C:12]([O:14][CH2:15][CH3:16])=[O:13])[CH2:20]1)[CH3:18], predict the reactants needed to synthesize it. The reactants are: [H-].[Na+].C(OP([CH2:11][C:12]([O:14][CH2:15][CH3:16])=[O:13])(OCC)=O)C.[CH2:17]([C@H:19]1[C@@H:23]([C:24]2[N:28]3[C:29]4[CH:35]=[CH:34][N:33]([S:36]([C:39]5[CH:45]=[CH:44][C:42]([CH3:43])=[CH:41][CH:40]=5)(=[O:38])=[O:37])[C:30]=4[N:31]=[CH:32][C:27]3=[N:26][N:25]=2)[CH2:22][C:21](=O)[CH2:20]1)[CH3:18].C([O-])(O)=O.[Na+]. (5) Given the product [Cl:1][C:2]1[CH:3]=[CH:4][C:5]([C:8]2[CH:9]=[CH:10][C:11]3[N:12]([C:14]([C:17]4[O:19][N:23]=[C:22]([C:24]5[S:25][C:26]([S:29]([NH2:30])(=[O:32])=[O:31])=[CH:27][CH:28]=5)[N:21]=4)=[CH:15][N:16]=3)[CH:13]=2)=[CH:6][CH:7]=1, predict the reactants needed to synthesize it. The reactants are: [Cl:1][C:2]1[CH:7]=[CH:6][C:5]([C:8]2[CH:9]=[CH:10][C:11]3[N:12]([C:14]([C:17]([OH:19])=O)=[CH:15][N:16]=3)[CH:13]=2)=[CH:4][CH:3]=1.O[NH:21][C:22]([C:24]1[S:25][C:26]([S:29](=[O:32])(=[O:31])[NH2:30])=[CH:27][CH:28]=1)=[NH:23].